Dataset: NCI-60 drug combinations with 297,098 pairs across 59 cell lines. Task: Regression. Given two drug SMILES strings and cell line genomic features, predict the synergy score measuring deviation from expected non-interaction effect. (1) Drug 1: CN(C)C1=NC(=NC(=N1)N(C)C)N(C)C. Drug 2: COC1=C2C(=CC3=C1OC=C3)C=CC(=O)O2. Cell line: UACC62. Synergy scores: CSS=-1.43, Synergy_ZIP=0.336, Synergy_Bliss=-1.24, Synergy_Loewe=-1.32, Synergy_HSA=-1.99. (2) Drug 1: COC1=C2C(=CC3=C1OC=C3)C=CC(=O)O2. Drug 2: CC(C)CN1C=NC2=C1C3=CC=CC=C3N=C2N. Cell line: UACC-257. Synergy scores: CSS=-3.76, Synergy_ZIP=0.417, Synergy_Bliss=-3.26, Synergy_Loewe=-4.37, Synergy_HSA=-5.29. (3) Cell line: SNB-75. Drug 2: COC1=C2C(=CC3=C1OC=C3)C=CC(=O)O2. Synergy scores: CSS=-0.708, Synergy_ZIP=1.09, Synergy_Bliss=1.98, Synergy_Loewe=-0.493, Synergy_HSA=0.154. Drug 1: CC(C)(C#N)C1=CC(=CC(=C1)CN2C=NC=N2)C(C)(C)C#N. (4) Drug 1: CC1=C(C(=O)C2=C(C1=O)N3CC4C(C3(C2COC(=O)N)OC)N4)N. Drug 2: CC(C)CN1C=NC2=C1C3=CC=CC=C3N=C2N. Cell line: U251. Synergy scores: CSS=23.5, Synergy_ZIP=7.28, Synergy_Bliss=3.47, Synergy_Loewe=-15.0, Synergy_HSA=-3.66. (5) Drug 1: CC(C1=C(C=CC(=C1Cl)F)Cl)OC2=C(N=CC(=C2)C3=CN(N=C3)C4CCNCC4)N. Drug 2: CC12CCC(CC1=CCC3C2CCC4(C3CC=C4C5=CN=CC=C5)C)O. Cell line: COLO 205. Synergy scores: CSS=12.5, Synergy_ZIP=4.19, Synergy_Bliss=13.8, Synergy_Loewe=5.28, Synergy_HSA=8.14.